This data is from Catalyst prediction with 721,799 reactions and 888 catalyst types from USPTO. The task is: Predict which catalyst facilitates the given reaction. Reactant: [CH3:1][C:2]([OH:4])=[O:3].O[C:6]1[N:11]=[CH:10][N:9]=[C:8]([OH:12])[CH:7]=1.C[C:14]1[CH:21]=[CH:20][C:17]([C:18]#N)=[CH:16][CH:15]=1.[C:22](Cl)(=[O:29])[C:23]1[CH:28]=[CH:27][CH:26]=[CH:25][CH:24]=1.N1[CH:36]=[CH:35][CH:34]=[CH:33][CH:32]=1.C[CH2:38][O:39][C:40](C)=[O:41]. Product: [C:2]([O:4][C:7]1[C:6]([C:40]([O:39][CH3:38])=[O:41])=[N:11][C:10]([C:14]2[CH:15]=[CH:16][C:17]([CH3:18])=[CH:20][CH:21]=2)=[N:9][C:8]=1[O:12][C:22](=[O:29])[C:23]1[CH:28]=[CH:27][CH:26]=[CH:25][CH:24]=1)(=[O:3])[C:1]1[CH:36]=[CH:35][CH:34]=[CH:33][CH:32]=1. The catalyst class is: 4.